From a dataset of Forward reaction prediction with 1.9M reactions from USPTO patents (1976-2016). Predict the product of the given reaction. Given the reactants CC(O)C.[CH2:5]([O:12][C:13]1[CH:14]=[C:15]([C:21]2[N:22]=[C:23]([CH:31]3[CH2:34][CH2:33][CH2:32]3)[N:24]3[CH:29]=[CH:28][N:27]=[C:26](Cl)[C:25]=23)[CH:16]=[CH:17][C:18]=1[O:19][CH3:20])[C:6]1[CH:11]=[CH:10][CH:9]=[CH:8][CH:7]=1.[NH3:35], predict the reaction product. The product is: [CH2:5]([O:12][C:13]1[CH:14]=[C:15]([C:21]2[N:22]=[C:23]([CH:31]3[CH2:34][CH2:33][CH2:32]3)[N:24]3[CH:29]=[CH:28][N:27]=[C:26]([NH2:35])[C:25]=23)[CH:16]=[CH:17][C:18]=1[O:19][CH3:20])[C:6]1[CH:11]=[CH:10][CH:9]=[CH:8][CH:7]=1.